Dataset: Forward reaction prediction with 1.9M reactions from USPTO patents (1976-2016). Task: Predict the product of the given reaction. (1) Given the reactants [CH2:1]([N:8]1[CH2:13][CH2:12][CH:11]([C:14]([NH:16][C:17]2[CH:22]=[CH:21][C:20]([CH2:23][NH:24][C:25]3[C:34]4[C:29](=[CH:30][C:31]([CH3:35])=[CH:32][CH:33]=4)[N:28]=[C:27](Cl)[N:26]=3)=[CH:19][CH:18]=2)=[O:15])[CH2:10][CH2:9]1)[C:2]1[CH:7]=[CH:6][CH:5]=[CH:4][CH:3]=1.[NH:37]1[CH2:42][CH2:41][NH:40][CH2:39][CH:38]1[CH2:43][CH2:44][OH:45], predict the reaction product. The product is: [CH2:1]([N:8]1[CH2:13][CH2:12][CH:11]([C:14]([NH:16][C:17]2[CH:22]=[CH:21][C:20]([CH2:23][NH:24][C:25]3[C:34]4[C:29](=[CH:30][C:31]([CH3:35])=[CH:32][CH:33]=4)[N:28]=[C:27]([N:40]4[CH2:41][CH2:42][NH:37][CH:38]([CH2:43][CH2:44][OH:45])[CH2:39]4)[N:26]=3)=[CH:19][CH:18]=2)=[O:15])[CH2:10][CH2:9]1)[C:2]1[CH:7]=[CH:6][CH:5]=[CH:4][CH:3]=1. (2) Given the reactants [F:1][C:2]1[CH:3]=[CH:4][C:5]([O:30][CH3:31])=[C:6]([C:8]2[CH:13]=[CH:12][N:11]=[C:10]3[NH:14][C:15]([C:17]4[CH2:24][CH:23]5[N:25]([CH2:26][C:27]([OH:29])=[O:28])[CH:19]([CH2:20][CH2:21][CH2:22]5)[CH:18]=4)=[CH:16][C:9]=23)[CH:7]=1.[CH3:32][NH:33][CH2:34][CH2:35][OH:36].F[P-](F)(F)(F)(F)F.CN(C(N(C)C)=[N+]1C2C(=NC=CC=2)[N+]([O-])=N1)C.C(N(CC)CC)C, predict the reaction product. The product is: [C:27]([O-:29])(=[O:28])[CH3:26].[NH4+:11].[F:1][C:2]1[CH:3]=[CH:4][C:5]([O:30][CH3:31])=[C:6]([C:8]2[CH:13]=[CH:12][N:11]=[C:10]3[NH:14][C:15]([C:17]4[CH2:24][CH:23]5[N:25]([CH2:26][C:27]([N:33]([CH2:34][CH2:35][OH:36])[CH3:32])=[O:28])[CH:19]([CH2:20][CH2:21][CH2:22]5)[CH:18]=4)=[CH:16][C:9]=23)[CH:7]=1. (3) Given the reactants Br[C:2]1[S:3][C:4]([C:7]([O:9][CH3:10])=[O:8])=[CH:5][N:6]=1.[NH2:11][CH2:12][CH2:13][N:14]1[CH2:19][CH2:18][NH:17][CH2:16][CH2:15]1.C(=O)([O-])[O-].[K+].[K+], predict the reaction product. The product is: [CH3:10][O:9][C:7]([C:4]1[S:3][C:2]([N:17]2[CH2:18][CH2:19][N:14]([CH2:13][CH2:12][NH2:11])[CH2:15][CH2:16]2)=[N:6][CH:5]=1)=[O:8]. (4) Given the reactants Cl[C:2]1[N:7]=[C:6]([NH:8][CH:9]2[CH2:11][CH2:10]2)[N:5]=[C:4]([C:12]2[CH:17]=[CH:16][C:15]([CH3:18])=[C:14]([O:19][CH3:20])[CH:13]=2)[C:3]=1[C:21]#[N:22].[SH:23][CH2:24][C:25]([NH2:27])=[O:26].C(=O)([O-])[O-].[Na+].[Na+].[O-]CC.[Na+], predict the reaction product. The product is: [NH2:22][C:21]1[C:3]2[C:4]([C:12]3[CH:17]=[CH:16][C:15]([CH3:18])=[C:14]([O:19][CH3:20])[CH:13]=3)=[N:5][C:6]([NH:8][CH:9]3[CH2:11][CH2:10]3)=[N:7][C:2]=2[S:23][C:24]=1[C:25]([NH2:27])=[O:26]. (5) The product is: [C:1]1([S:7]([C:10]2[CH:24]=[CH:23][C:13]([O:14][CH2:15][C@H:16]([OH:17])[CH2:20][OH:33])=[C:12]([Br:25])[CH:11]=2)(=[O:9])=[O:8])[CH:6]=[CH:5][CH:4]=[CH:3][CH:2]=1. Given the reactants [C:1]1([S:7]([C:10]2[CH:24]=[CH:23][C:13]([O:14][CH2:15][C@@H:16]3[CH2:20]CC(C)(C)[O:17]3)=[C:12]([Br:25])[CH:11]=2)(=[O:9])=[O:8])[CH:6]=[CH:5][CH:4]=[CH:3][CH:2]=1.C1(C)C=CC(S([O-])(=O)=[O:33])=CC=1, predict the reaction product. (6) The product is: [Cl-:1].[CH:8]([C:5]1[S:6][CH:7]=[C:3]([CH2:2][P+:17]([C:18]2[CH:19]=[CH:20][CH:21]=[CH:22][CH:23]=2)([C:24]2[CH:29]=[CH:28][CH:27]=[CH:26][CH:25]=2)[C:11]2[CH:12]=[CH:13][CH:14]=[CH:15][CH:16]=2)[N:4]=1)([CH3:10])[CH3:9]. Given the reactants [Cl:1][CH2:2][C:3]1[N:4]=[C:5]([CH:8]([CH3:10])[CH3:9])[S:6][CH:7]=1.[C:11]1([P:17]([C:24]2[CH:29]=[CH:28][CH:27]=[CH:26][CH:25]=2)[C:18]2[CH:23]=[CH:22][CH:21]=[CH:20][CH:19]=2)[CH:16]=[CH:15][CH:14]=[CH:13][CH:12]=1, predict the reaction product.